From a dataset of Peptide-MHC class II binding affinity with 134,281 pairs from IEDB. Regression. Given a peptide amino acid sequence and an MHC pseudo amino acid sequence, predict their binding affinity value. This is MHC class II binding data. (1) The peptide sequence is IHRIRTLIGQEKYTD. The MHC is HLA-DQA10501-DQB10302 with pseudo-sequence HLA-DQA10501-DQB10302. The binding affinity (normalized) is 0.315. (2) The peptide sequence is GVDNFCVKVLAPYMP. The MHC is DRB1_0301 with pseudo-sequence DRB1_0301. The binding affinity (normalized) is 0.463. (3) The peptide sequence is PIVNRNGEVIGLYGN. The MHC is DRB1_1301 with pseudo-sequence DRB1_1301. The binding affinity (normalized) is 0.320.